This data is from Forward reaction prediction with 1.9M reactions from USPTO patents (1976-2016). The task is: Predict the product of the given reaction. (1) Given the reactants Br[C:2]1[CH:3]=[C:4]([NH:10][C@@H:11]2[CH2:16][CH2:15][CH2:14][CH2:13][C@@H:12]2[NH:17][C:18](=[O:24])[O:19][C:20]([CH3:23])([CH3:22])[CH3:21])[CH:5]=[N:6][C:7]=1[C:8]#[N:9].[N:25]1[N:26]([C:30]2[CH:31]=[C:32]([CH:34]=[CH:35][CH:36]=2)[NH2:33])[N:27]=[CH:28][CH:29]=1.O(C1C=CC=CC=1)[Na].O.O.O.CC1(C)C2C(=C(P(C3C=CC=CC=3)C3C=CC=CC=3)C=CC=2)OC2C(P(C3C=CC=CC=3)C3C=CC=CC=3)=CC=CC1=2, predict the reaction product. The product is: [N:25]1[N:26]([C:30]2[CH:31]=[C:32]([NH:33][C:2]3[CH:3]=[C:4]([NH:10][C@@H:11]4[CH2:16][CH2:15][CH2:14][CH2:13][C@@H:12]4[NH:17][C:18](=[O:24])[O:19][C:20]([CH3:23])([CH3:22])[CH3:21])[CH:5]=[N:6][C:7]=3[C:8]#[N:9])[CH:34]=[CH:35][CH:36]=2)[N:27]=[CH:28][CH:29]=1. (2) The product is: [CH3:19][N:20]([CH3:22])[CH:21]=[C:9]1[CH2:10][CH2:11][CH2:12][CH:7]([N:1]2[CH2:2][CH2:3][O:4][CH2:5][CH2:6]2)[C:8]1=[O:13]. Given the reactants [N:1]1([CH:7]2[CH2:12][CH2:11][CH2:10][CH2:9][C:8]2=[O:13])[CH2:6][CH2:5][O:4][CH2:3][CH2:2]1.C(O[CH:19](N(C)C)[N:20]([CH3:22])[CH3:21])(C)(C)C, predict the reaction product. (3) Given the reactants [OH-].[Na+].[CH3:3][C:4]1[CH:5]=[C:6]([CH:12]=[C:13]([CH3:34])[C:14]=1[NH:15][C:16]([C:18]1[C:27]2[C:22](=[CH:23][CH:24]=[CH:25][CH:26]=2)[N:21]=[C:20]([C:28]2[CH:33]=[CH:32][CH:31]=[CH:30][CH:29]=2)[CH:19]=1)=[O:17])[C:7]([O:9]CC)=[O:8].Cl, predict the reaction product. The product is: [CH3:34][C:13]1[CH:12]=[C:6]([CH:5]=[C:4]([CH3:3])[C:14]=1[NH:15][C:16]([C:18]1[C:27]2[C:22](=[CH:23][CH:24]=[CH:25][CH:26]=2)[N:21]=[C:20]([C:28]2[CH:33]=[CH:32][CH:31]=[CH:30][CH:29]=2)[CH:19]=1)=[O:17])[C:7]([OH:9])=[O:8]. (4) Given the reactants [CH3:1][O:2][C:3]1[CH:8]=[CH:7][C:6]([Mg]Br)=[CH:5][CH:4]=1.BrC1C=CC(OC)=CC=1.[Mg].Br[C:22]1[CH:27]=[CH:26][CH:25]=[CH:24][N:23]=1.Cl, predict the reaction product. The product is: [CH3:1][O:2][C:3]1[CH:8]=[CH:7][C:6]([C:22]2[CH:27]=[CH:26][CH:25]=[CH:24][N:23]=2)=[CH:5][CH:4]=1. (5) Given the reactants [BH4-].[Na+].[CH:3]1[CH:4]=[CH:5][C:6]2[N:18]([C:19]([NH2:21])=[O:20])[C:17]3[CH:16]=[CH:15][CH:14]=[CH:13][C:12]=3[C:10](=[O:11])[CH2:9][C:7]=2[CH:8]=1.Cl, predict the reaction product. The product is: [OH:11][CH:10]1[C:12]2[CH:13]=[CH:14][CH:15]=[CH:16][C:17]=2[N:18]([C:19]([NH2:21])=[O:20])[C:6]2[CH:5]=[CH:4][CH:3]=[CH:8][C:7]=2[CH2:9]1. (6) Given the reactants [CH3:1][C:2]([NH2:6])([C:4]#[CH:5])[CH3:3].[CH:7]([CH:9]=O)=O.C(O)(=O)C.[Cl-].[NH4+:16].[CH2:17]=O, predict the reaction product. The product is: [CH3:1][C:2]([N:6]1[CH:9]=[CH:7][N:16]=[CH:17]1)([C:4]#[CH:5])[CH3:3]. (7) Given the reactants [CH3:1][N:2]([CH3:22])[C@H:3]1[CH2:8][CH2:7][C@H:6]([N:9]([CH2:20][CH3:21])[C:10]2[S:14][CH:13]=[C:12]([C:15]([O:17]C)=[O:16])[C:11]=2[CH3:19])[CH2:5][CH2:4]1.[OH-].[Na+].Cl, predict the reaction product. The product is: [CH3:22][N:2]([CH3:1])[C@H:3]1[CH2:4][CH2:5][C@H:6]([N:9]([CH2:20][CH3:21])[C:10]2[S:14][CH:13]=[C:12]([C:15]([OH:17])=[O:16])[C:11]=2[CH3:19])[CH2:7][CH2:8]1.